From a dataset of Forward reaction prediction with 1.9M reactions from USPTO patents (1976-2016). Predict the product of the given reaction. (1) The product is: [C:1]([NH2:15])(=[O:12])[C:2]1[CH:10]=[CH:9][CH:8]=[C:4]([C:5]([OH:7])=[O:6])[CH:3]=1. Given the reactants [C:1]([OH:12])(=O)[C:2]1[CH:10]=[CH:9][CH:8]=[C:4]([C:5]([OH:7])=[O:6])[CH:3]=1.C(N1C=CN=C1)([N:15]1C=CN=C1)=O.C([N-]C(C)C)(C)C, predict the reaction product. (2) Given the reactants [NH2:1][C:2]1[C:9]([CH3:10])=[CH:8][C:5]([CH:6]=O)=[C:4]([CH3:11])[CH:3]=1.Cl.[CH:13]([O:16][NH2:17])([CH3:15])[CH3:14], predict the reaction product. The product is: [CH:13]([O:16][N:17]=[CH:6][C:5]1[C:4]([CH3:11])=[CH:3][C:2]([NH2:1])=[C:9]([CH3:10])[CH:8]=1)([CH3:15])[CH3:14]. (3) Given the reactants [Cl:1][C:2]1[CH:7]=[C:6]([Cl:8])[CH:5]=[CH:4][N:3]=1.[Li+].CC([N-]C(C)C)C.Cl[C:18]([O:20][CH2:21][CH3:22])=[O:19].C([O-])(O)=O.[Na+], predict the reaction product. The product is: [Cl:1][C:2]1[C:7]([CH2:18][OH:19])=[C:6]([Cl:8])[CH:5]=[CH:4][N:3]=1.[CH2:21]([O:20][C:18](=[O:19])[C:7]1[C:6]([Cl:8])=[CH:5][CH:4]=[N:3][C:2]=1[Cl:1])[CH3:22]. (4) Given the reactants FC(F)(F)C(O)=O.C(OC([NH:15][N:16]([C:30]1[CH:35]=[CH:34][C:33]([F:36])=[CH:32][C:31]=1[Cl:37])[C:17]([CH:19]1[C:24](=O)[C@:23]2([CH3:29])[C:26]([CH3:28])([CH3:27])[C@H:20]1[CH2:21][CH2:22]2)=[O:18])=O)(C)(C)C, predict the reaction product. The product is: [Cl:37][C:31]1[CH:32]=[C:33]([F:36])[CH:34]=[CH:35][C:30]=1[N:16]1[C:17](=[O:18])[C:19]2[C@H:20]3[C:26]([CH3:27])([CH3:28])[C@:23]([CH3:29])([CH2:22][CH2:21]3)[C:24]=2[NH:15]1. (5) Given the reactants [C:1]([NH2:10])(=[O:9])[C:2]1[C:3](=[CH:5][CH:6]=[CH:7][CH:8]=1)[NH2:4].[CH3:11][N:12]([CH3:25])[C:13]1[C:22]2[C:17](=[CH:18][CH:19]=[CH:20][CH:21]=2)[C:16]([CH:23]=O)=[CH:15][CH:14]=1.COC1C=C(OC)C=C2C=1C(=O)NC(C1C=CC=CN=1)=N2, predict the reaction product. The product is: [CH3:11][N:12]([CH3:25])[C:13]1[C:22]2[C:17](=[CH:18][CH:19]=[CH:20][CH:21]=2)[C:16]([C:23]2[NH:10][C:1](=[O:9])[C:2]3[C:3](=[CH:5][CH:6]=[CH:7][CH:8]=3)[N:4]=2)=[CH:15][CH:14]=1. (6) Given the reactants [F:1][C:2]1[CH:7]=[CH:6][C:5]([F:8])=[CH:4][C:3]=1[C@H:9]1[CH2:13][CH2:12][CH2:11][N:10]1[C:14]1[CH:19]=[CH:18][N:17]2[N:20]=[CH:21][C:22]([C:23](O)=[O:24])=[C:16]2[CH:15]=1.CCN=C=NCCCN(C)C.[C:37]([S:41]([NH2:44])(=[O:43])=[O:42])([CH3:40])([CH3:39])[CH3:38], predict the reaction product. The product is: [C:37]([S:41]([NH:44][C:23]([C:22]1[CH:21]=[N:20][N:17]2[CH:18]=[CH:19][C:14]([N:10]3[CH2:11][CH2:12][CH2:13][C@@H:9]3[C:3]3[CH:4]=[C:5]([F:8])[CH:6]=[CH:7][C:2]=3[F:1])=[CH:15][C:16]=12)=[O:24])(=[O:43])=[O:42])([CH3:40])([CH3:39])[CH3:38].